Regression. Given a peptide amino acid sequence and an MHC pseudo amino acid sequence, predict their binding affinity value. This is MHC class II binding data. From a dataset of Peptide-MHC class II binding affinity with 134,281 pairs from IEDB. (1) The peptide sequence is RLMSMKSVQNNTVLK. The MHC is DRB1_0901 with pseudo-sequence DRB1_0901. The binding affinity (normalized) is 0.168. (2) The peptide sequence is MSFVTTQPEALAAAA. The MHC is HLA-DPA10201-DPB11401 with pseudo-sequence HLA-DPA10201-DPB11401. The binding affinity (normalized) is 0.624. (3) The peptide sequence is AAASVPAADKFKTFE. The MHC is HLA-DQA10501-DQB10301 with pseudo-sequence HLA-DQA10501-DQB10301. The binding affinity (normalized) is 0.865. (4) The MHC is HLA-DPA10103-DPB10301 with pseudo-sequence HLA-DPA10103-DPB10301. The binding affinity (normalized) is 0.151. The peptide sequence is FMVAMFLAVAVVLGL. (5) The peptide sequence is AFKVAATAANAPPAN. The MHC is DRB1_0401 with pseudo-sequence DRB1_0401. The binding affinity (normalized) is 0.561. (6) The peptide sequence is AEAPAAAAAPEEQVQ. The MHC is DRB1_0101 with pseudo-sequence DRB1_0101. The binding affinity (normalized) is 0.347. (7) The peptide sequence is VFLWLLWPVTLACFV. The MHC is DRB1_0101 with pseudo-sequence DRB1_0101. The binding affinity (normalized) is 0.402. (8) The peptide sequence is KGDEQKLRSAGELEL. The MHC is DRB1_0301 with pseudo-sequence DRB1_0301. The binding affinity (normalized) is 0.0252.